Dataset: Forward reaction prediction with 1.9M reactions from USPTO patents (1976-2016). Task: Predict the product of the given reaction. Given the reactants [C:1]1([CH2:7][O:8][CH2:9][CH2:10][O:11][CH2:12][CH2:13][CH:14]([C:20](OCC)=[O:21])[C:15](OCC)=[O:16])[CH:6]=[CH:5][CH:4]=[CH:3][CH:2]=1.O.[OH-].[Na+], predict the reaction product. The product is: [C:1]1([CH2:7][O:8][CH2:9][CH2:10][O:11][CH2:12][CH2:13][CH:14]([CH2:15][OH:16])[CH2:20][OH:21])[CH:2]=[CH:3][CH:4]=[CH:5][CH:6]=1.